Dataset: Full USPTO retrosynthesis dataset with 1.9M reactions from patents (1976-2016). Task: Predict the reactants needed to synthesize the given product. (1) Given the product [C:40]1([S:37]([NH:36][CH2:35][C:34](=[O:46])[CH2:33][NH:32][C:11]([CH:10]([NH:9][C:7]([N:1]2[CH2:6][CH2:5][O:4][CH2:3][CH2:2]2)=[O:8])[CH2:14][S:15]([CH2:18][C:19]2[CH:20]=[CH:21][CH:22]=[CH:23][CH:24]=2)(=[O:16])=[O:17])=[O:13])(=[O:39])=[O:38])[CH:41]=[CH:42][CH:43]=[CH:44][CH:45]=1, predict the reactants needed to synthesize it. The reactants are: [N:1]1([C:7]([NH:9][CH:10]([CH2:14][S:15]([CH2:18][C:19]2[CH:24]=[CH:23][CH:22]=[CH:21][CH:20]=2)(=[O:17])=[O:16])[C:11]([OH:13])=O)=[O:8])[CH2:6][CH2:5][O:4][CH2:3][CH2:2]1.OC(C(F)(F)F)=O.[NH2:32][CH2:33][CH:34]([OH:46])[CH2:35][NH:36][S:37]([C:40]1[CH:45]=[CH:44][CH:43]=[CH:42][CH:41]=1)(=[O:39])=[O:38].C(Cl)CCl.C1C=CC2N(O)N=NC=2C=1.CN1CCOCC1. (2) Given the product [NH2:29][C@@H:30]([CH2:34][CH2:35][CH2:36][CH2:37][NH:38][C:39]([O:41][CH2:42][C:43]1[CH:44]=[CH:45][C:46]([N:49]=[N+:50]=[N-:51])=[CH:47][CH:48]=1)=[O:40])[C:31]([OH:33])=[O:32], predict the reactants needed to synthesize it. The reactants are: C1CCN2C(=NCCC2)CC1.C1C2C(COC([NH:29][C@@H:30]([CH2:34][CH2:35][CH2:36][CH2:37][NH:38][C:39]([O:41][CH2:42][C:43]3[CH:48]=[CH:47][C:46]([N:49]=[N+:50]=[N-:51])=[CH:45][CH:44]=3)=[O:40])[C:31]([OH:33])=[O:32])=O)C3C(=CC=CC=3)C=2C=CC=1. (3) Given the product [C:1]([N:20]1[N:24]=[N:23][C:22]([CH2:25][CH2:26][CH2:27][CH2:28][NH2:29])=[N:21]1)([C:2]1[CH:3]=[CH:4][CH:5]=[CH:6][CH:7]=1)([C:8]1[CH:13]=[CH:12][CH:11]=[CH:10][CH:9]=1)[C:14]1[CH:19]=[CH:18][CH:17]=[CH:16][CH:15]=1, predict the reactants needed to synthesize it. The reactants are: [C:1]([N:20]1[N:24]=[N:23][C:22]([CH2:25][CH2:26][CH2:27][CH2:28][N:29]2C(=O)C3C(=CC=CC=3)C2=O)=[N:21]1)([C:14]1[CH:19]=[CH:18][CH:17]=[CH:16][CH:15]=1)([C:8]1[CH:13]=[CH:12][CH:11]=[CH:10][CH:9]=1)[C:2]1[CH:7]=[CH:6][CH:5]=[CH:4][CH:3]=1.NN.